This data is from Forward reaction prediction with 1.9M reactions from USPTO patents (1976-2016). The task is: Predict the product of the given reaction. (1) Given the reactants [NH2:1][C:2]1[CH:3]=[C:4]([C:8]2[C:16]3[C:11](=[N:12][CH:13]=[N:14][C:15]=3[NH2:17])[N:10]([C@H:18]3[CH2:23][CH2:22][C@@H:21]([N:24]4[CH2:29][CH2:28][N:27]([CH3:30])[CH2:26][CH2:25]4)[CH2:20][CH2:19]3)[N:9]=2)[CH:5]=[CH:6][CH:7]=1.[CH:31](=O)[C:32]1[O:36][CH:35]=[CH:34][CH:33]=1.[C:38]([OH:41])(=O)[CH3:39].C(O[BH-](O[C:52](=O)[CH3:53])OC(=O)C)(=O)C.[Na+].[C:56](=O)(O)[O-].[Na+], predict the reaction product. The product is: [O:41]1[CH:53]=[CH:52][CH:56]=[C:38]1[CH2:39][N:1]([CH2:31][C:32]1[O:36][CH:35]=[CH:34][CH:33]=1)[C:2]1[CH:3]=[C:4]([C:8]2[C:16]3[C:11](=[N:12][CH:13]=[N:14][C:15]=3[NH2:17])[N:10]([C@H:18]3[CH2:23][CH2:22][C@@H:21]([N:24]4[CH2:25][CH2:26][N:27]([CH3:30])[CH2:28][CH2:29]4)[CH2:20][CH2:19]3)[N:9]=2)[CH:5]=[CH:6][CH:7]=1. (2) Given the reactants [N+]([O-])([O-])=O.[Sr+2:5].[N+]([O-])([O-])=O.[NH2:10][C:11]([NH2:13])=[O:12].[C:14](=[O:17])([O-:16])[O-:15], predict the reaction product. The product is: [C:14](=[O:15])([O-:17])[O-:16].[Sr+2:5].[NH2:10][C:11]([NH2:13])=[O:12].